From a dataset of Catalyst prediction with 721,799 reactions and 888 catalyst types from USPTO. Predict which catalyst facilitates the given reaction. (1) Reactant: [CH:1]([O:4][C:5](=[O:14])[CH:6](I)[O:7][C:8]([S:10][CH2:11][CH3:12])=[O:9])([CH3:3])[CH3:2].[C:15]([OH:23])(=[O:22])[C:16]1[CH:21]=[CH:20][CH:19]=[CH:18][CH:17]=1.CCN(C(C)C)C(C)C. Product: [CH:1]([O:4][C:5]([CH:6]([O:23][C:15](=[O:22])[C:16]1[CH:21]=[CH:20][CH:19]=[CH:18][CH:17]=1)[O:7][C:8]([S:10][CH2:11][CH3:12])=[O:9])=[O:14])([CH3:3])[CH3:2]. The catalyst class is: 1. (2) Reactant: [C:1]([C:3]1[CH:31]=[CH:30][C:6]([CH2:7][NH:8][C:9](=[O:29])[CH:10]([C:14]2[C:19]([F:20])=[CH:18][C:17]([C:21]3[CH:26]=[CH:25][CH:24]=[CH:23][C:22]=3[OH:27])=[CH:16][C:15]=2[F:28])[O:11][CH2:12][CH3:13])=[CH:5][CH:4]=1)#[N:2].Cl.Cl[CH2:34][CH2:35][N:36]([CH3:38])[CH3:37].C(=O)([O-])[O-].[Cs+].[Cs+]. Product: [C:1]([C:3]1[CH:4]=[CH:5][C:6]([CH2:7][NH:8][C:9](=[O:29])[CH:10]([C:14]2[C:15]([F:28])=[CH:16][C:17]([C:21]3[CH:26]=[CH:25][CH:24]=[CH:23][C:22]=3[O:27][CH2:34][CH2:35][N:36]([CH3:38])[CH3:37])=[CH:18][C:19]=2[F:20])[O:11][CH2:12][CH3:13])=[CH:30][CH:31]=1)#[N:2]. The catalyst class is: 3. (3) Reactant: [Br:1][C:2]1[C:3]([S:11][C:12]([CH3:15])([CH3:14])[CH3:13])=[C:4]([CH:7]=[CH:8][C:9]=1[I:10])[CH:5]=O.Cl.[NH2:17][OH:18]. Product: [Br:1][C:2]1[C:3]([S:11][C:12]([CH3:15])([CH3:14])[CH3:13])=[C:4]([CH:7]=[CH:8][C:9]=1[I:10])[CH:5]=[N:17][OH:18]. The catalyst class is: 40. (4) Reactant: N1C=CN=C1.[Si:6](Cl)([C:9]([CH3:12])([CH3:11])[CH3:10])([CH3:8])[CH3:7].[Br:14][C:15]1[CH:16]=[CH:17][C:18]([Cl:23])=[C:19]([CH2:21][OH:22])[CH:20]=1. Product: [Br:14][C:15]1[CH:16]=[CH:17][C:18]([Cl:23])=[C:19]([CH:20]=1)[CH2:21][O:22][Si:6]([C:9]([CH3:12])([CH3:11])[CH3:10])([CH3:8])[CH3:7]. The catalyst class is: 39.